From a dataset of Full USPTO retrosynthesis dataset with 1.9M reactions from patents (1976-2016). Predict the reactants needed to synthesize the given product. (1) The reactants are: Cl[C:2]1[N:7]=[C:6]([CH2:8][O:9][C:10]2[CH:11]=[C:12]([C@H:16]([CH:23]3[CH2:25][CH2:24]3)[CH2:17][C:18]([O:20]CC)=[O:19])[CH:13]=[CH:14][CH:15]=2)[CH:5]=[N:4][C:3]=1[C:26]1[CH:31]=[C:30]([O:32][CH3:33])[CH:29]=[CH:28][C:27]=1[F:34].[CH3:35][CH:36]([CH3:39])[CH2:37][OH:38]. Given the product [CH:23]1([C@@H:16]([C:12]2[CH:13]=[CH:14][CH:15]=[C:10]([O:9][CH2:8][C:6]3[CH:5]=[N:4][C:3]([C:26]4[CH:31]=[C:30]([O:32][CH3:33])[CH:29]=[CH:28][C:27]=4[F:34])=[C:2]([O:38][CH2:37][CH:36]([CH3:39])[CH3:35])[N:7]=3)[CH:11]=2)[CH2:17][C:18]([OH:20])=[O:19])[CH2:24][CH2:25]1, predict the reactants needed to synthesize it. (2) Given the product [CH3:8][C:9]1[N:10]2[CH2:14][CH2:15][N:16]=[C:17]([C:18]([O:20][CH2:21][CH3:22])=[O:19])[C:11]2=[CH:12][CH:13]=1, predict the reactants needed to synthesize it. The reactants are: C(O)(C(F)(F)F)=O.[CH3:8][C:9]1[N:10]([CH2:14][CH2:15][NH:16][C:17](=O)[C:18]([O:20][CH2:21][CH3:22])=[O:19])[CH:11]=[CH:12][CH:13]=1.